From a dataset of Full USPTO retrosynthesis dataset with 1.9M reactions from patents (1976-2016). Predict the reactants needed to synthesize the given product. (1) Given the product [Cl:1][C:2]1[CH:7]=[CH:6][CH:5]=[C:4]([Cl:8])[C:3]=1[C:9]1[NH:10][C:11]2[C:16]([CH:17]=1)=[CH:15][CH:14]=[C:13]([C:18]([OH:20])=[O:19])[CH:12]=2, predict the reactants needed to synthesize it. The reactants are: [Cl:1][C:2]1[CH:7]=[CH:6][CH:5]=[C:4]([Cl:8])[C:3]=1[C:9]1[NH:10][C:11]2[C:16]([CH:17]=1)=[CH:15][CH:14]=[C:13]([C:18]([O:20]C)=[O:19])[CH:12]=2.[OH-].[Na+].Cl. (2) The reactants are: C([CH:17]([CH2:23][N+:24]([CH3:27])([CH3:26])[CH3:25])[O:18][P:19](O)([OH:21])=[O:20])CCCCCCCCCCCCCCC.P([O-])([O-])([O-])=O.[Ca+2].[Ca+2].[C:35]([O-:54])(=O)[CH2:36][CH2:37][CH2:38][CH2:39][CH2:40][CH2:41][CH2:42][CH2:43][CH2:44][CH2:45][CH2:46][CH2:47][CH2:48][CH2:49][CH2:50]CC.[Mg+2].[C:35]([O-:54])(=O)[CH2:36][CH2:37][CH2:38][CH2:39][CH2:40][CH2:41][CH2:42][CH2:43][CH2:44][CH2:45][CH2:46][CH2:47][CH2:48][CH2:49][CH2:50]CC. Given the product [CH3:50][CH2:49][CH2:48][CH2:47][CH2:46][CH2:45][CH2:44][CH2:43][CH2:42][CH2:41][CH2:40][CH2:39][CH2:38][CH2:37][CH2:36][CH2:35][O:54][P:19]([O:18][CH2:17][CH2:23][N+:24]([CH3:27])([CH3:26])[CH3:25])([O-:21])=[O:20], predict the reactants needed to synthesize it. (3) Given the product [CH:33]([C:28]1[N:29]=[C:30]([NH:32][C:14](=[O:16])[CH:13]([C:10]2[CH:9]=[CH:8][C:7]([N:6]3[CH2:5][CH2:4][O:3][C:2]3=[O:1])=[CH:12][CH:11]=2)[CH3:17])[S:31][CH:27]=1)([CH3:35])[CH3:34], predict the reactants needed to synthesize it. The reactants are: [O:1]=[C:2]1[N:6]([C:7]2[CH:12]=[CH:11][C:10]([CH:13]([CH3:17])[C:14]([OH:16])=O)=[CH:9][CH:8]=2)[CH2:5][CH2:4][O:3]1.C(Cl)(=O)C(Cl)=O.C([C:27]1[S:31][C:30]([NH2:32])=[N:29][CH:28]=1)(C)C.[CH:33](N(CC)C(C)C)([CH3:35])[CH3:34]. (4) Given the product [CH:94]1([C:91]2[CH:92]=[CH:93][C:88]([NH:87][C:86](=[O:98])[C@@H:77]([N:76]3[C:75](=[O:99])[C@@H:108]([C:112]4[CH:113]=[CH:114][C:115]([O:118][CH:119]([CH2:120][OH:121])[CH2:1][OH:8])=[CH:116][CH:117]=4)[NH:107][C:105]3=[O:106])[CH2:78][C:79]3[CH:84]=[CH:83][C:82]([F:85])=[CH:81][CH:80]=3)=[C:89]([F:97])[CH:90]=2)[CH2:96][CH2:95]1, predict the reactants needed to synthesize it. The reactants are: [CH2:1]([O:8][C@H](C)[C@H](NC(OCC1C2C=CC=CC=2C2C1=CC=CC=2)=O)C(O)=O)C1C=CC=CC=1.N[C@H](C1C=CC(OC[C@H](O)CO)=CC=1)C(N[C@@H]([C@H](C1C=CC=CC=1)C)C(NC1C=CC(I)=CC=1Cl)=O)=O.C(O[C:75](=[O:99])[NH:76][C@H:77]([C:86](=[O:98])[NH:87][C:88]1[CH:93]=[CH:92][C:91]([CH:94]2[CH2:96][CH2:95]2)=[CH:90][C:89]=1[F:97])[CH2:78][C:79]1[CH:84]=[CH:83][C:82]([F:85])=[CH:81][CH:80]=1)(C)(C)C.C(O[C:105]([NH:107][C@H:108]([C:112]1[CH:117]=[CH:116][C:115]([O:118][CH2:119][C@H:120]2COC(C)(C)[O:121]2)=[CH:114][CH:113]=1)C(O)=O)=[O:106])(C)(C)C. (5) Given the product [C:5]([CH2:4][C:3]1[C:14]([F:23])=[C:13]([F:12])[CH:18]=[CH:17][C:16]=1[N+:19]([O-:21])=[O:20])(=[O:6])[CH3:7], predict the reactants needed to synthesize it. The reactants are: [H-].[Na+].[C:3](OCC)(=O)[CH2:4][C:5]([CH3:7])=[O:6].[F:12][C:13]1[CH:18]=[CH:17][C:16]([N+:19]([O-:21])=[O:20])=C(F)[C:14]=1[F:23]. (6) Given the product [C:1]([O:5][C:6]([N:8]1[CH2:13][CH2:12][C:11](=[CH:18][C:17]([O:16][CH3:15])=[O:38])[CH2:10][CH2:9]1)=[O:7])([CH3:4])([CH3:3])[CH3:2], predict the reactants needed to synthesize it. The reactants are: [C:1]([O:5][C:6]([N:8]1[CH2:13][CH2:12][C:11](=O)[CH2:10][CH2:9]1)=[O:7])([CH3:4])([CH3:3])[CH3:2].[CH3:15][O:16][C:17](=[O:38])[CH:18]=P(C1C=CC=CC=1)(C1C=CC=CC=1)C1C=CC=CC=1.